This data is from Forward reaction prediction with 1.9M reactions from USPTO patents (1976-2016). The task is: Predict the product of the given reaction. (1) The product is: [CH:14]([N:17]1[CH2:22][CH2:21][CH:20]([NH:23][C:10]([C:3]2[C:4]3[C:9](=[CH:8][CH:7]=[CH:6][CH:5]=3)[NH:1][N:2]=2)=[O:12])[CH2:19][CH2:18]1)([CH3:16])[CH3:15]. Given the reactants [NH:1]1[C:9]2[C:4](=[CH:5][CH:6]=[CH:7][CH:8]=2)[C:3]([C:10]([OH:12])=O)=[N:2]1.Cl.[CH:14]([N:17]1[CH2:22][CH2:21][CH:20]([NH2:23])[CH2:19][CH2:18]1)([CH3:16])[CH3:15].C1N(P(Cl)(N2C(=O)OCC2)=O)C(=O)OC1.O, predict the reaction product. (2) The product is: [Br:1][C:2]1[CH:7]=[CH:6][C:5]([S:8][C:12]2[CH:11]=[C:10]([Cl:9])[CH:15]=[C:14]([Cl:16])[CH:13]=2)=[CH:4][CH:3]=1. Given the reactants [Br:1][C:2]1[CH:7]=[CH:6][C:5]([SH:8])=[CH:4][CH:3]=1.[Cl:9][C:10]1[CH:11]=[C:12](I)[CH:13]=[C:14]([Cl:16])[CH:15]=1.CC(CCC)C(=O)C(=O)C(C)(C)C.C(=O)([O-])[O-].[Cs+].[Cs+], predict the reaction product. (3) Given the reactants Cl[C:2]1[N:7]=[CH:6][C:5]([C@@H:8]([OH:49])[CH2:9][N:10]([CH2:18][CH2:19][C:20]2[CH:25]=[CH:24][C:23]([C:26]3[CH:31]=[CH:30][C:29]([C:32]([NH:34][S:35]([CH2:38][CH2:39][CH2:40][OH:41])(=[O:37])=[O:36])=[O:33])=[C:28]([O:42][CH:43]4[CH2:48][CH2:47][CH2:46][CH2:45][CH2:44]4)[CH:27]=3)=[CH:22][CH:21]=2)[C:11](=[O:17])[O:12][C:13]([CH3:16])([CH3:15])[CH3:14])=[CH:4][CH:3]=1.C([O-])=O.[NH4+], predict the reaction product. The product is: [CH:43]1([O:42][C:28]2[CH:27]=[C:26]([C:23]3[CH:24]=[CH:25][C:20]([CH2:19][CH2:18][N:10]([CH2:9][C@H:8]([OH:49])[C:5]4[CH:6]=[N:7][CH:2]=[CH:3][CH:4]=4)[C:11](=[O:17])[O:12][C:13]([CH3:15])([CH3:16])[CH3:14])=[CH:21][CH:22]=3)[CH:31]=[CH:30][C:29]=2[C:32]([NH:34][S:35]([CH2:38][CH2:39][CH2:40][OH:41])(=[O:36])=[O:37])=[O:33])[CH2:48][CH2:47][CH2:46][CH2:45][CH2:44]1. (4) The product is: [Cl:1][C:2]1[CH:7]=[CH:6][C:5]([C:8]2[S:9][C:10]([CH2:14][CH2:15][CH:16]3[CH2:21][CH2:20][CH2:19][N:18]([C:22]4[CH:23]=[C:24]([CH:28]=[CH:29][CH:30]=4)[C:25]([OH:27])=[O:26])[CH2:17]3)=[C:11]([CH3:13])[N:12]=2)=[CH:4][CH:3]=1. Given the reactants [Cl:1][C:2]1[CH:7]=[CH:6][C:5]([C:8]2[S:9][C:10]([CH:14]=[CH:15][CH:16]3[CH2:21][CH2:20][CH2:19][N:18]([C:22]4[CH:23]=[C:24]([CH:28]=[CH:29][CH:30]=4)[C:25]([OH:27])=[O:26])[CH2:17]3)=[C:11]([CH3:13])[N:12]=2)=[CH:4][CH:3]=1.[H][H], predict the reaction product.